From a dataset of Full USPTO retrosynthesis dataset with 1.9M reactions from patents (1976-2016). Predict the reactants needed to synthesize the given product. (1) The reactants are: [Cl:1][C:2]1[CH:3]=[C:4]([NH:8][C:9](SC)=[C:10]([C:14]#[N:15])[C:11]([NH2:13])=O)[CH:5]=[CH:6][CH:7]=1.[NH2:18][NH2:19].[OH2:20]. Given the product [NH2:13][C:11]1[NH:19][N:18]=[C:9]([NH:8][C:4]2[CH:5]=[CH:6][CH:7]=[C:2]([Cl:1])[CH:3]=2)[C:10]=1[C:14]([NH2:15])=[O:20], predict the reactants needed to synthesize it. (2) The reactants are: [N+:1]([C:4]1[CH:5]=[C:6]([CH:10]=[CH:11][CH:12]=1)[CH:7]=[N:8][OH:9])([O-:3])=[O:2].ClN1C(=O)CCC1=O.[Cl:21][C:22]1[CH:23]=[C:24]([C:29]([C:31]([F:34])([F:33])[F:32])=[CH2:30])[CH:25]=[C:26]([Cl:28])[CH:27]=1.C(N(CC)CC)C. Given the product [Cl:21][C:22]1[CH:23]=[C:24]([C:29]2([C:31]([F:34])([F:32])[F:33])[O:9][N:8]=[C:7]([C:6]3[CH:5]=[C:4]([N+:1]([O-:3])=[O:2])[CH:12]=[CH:11][CH:10]=3)[CH2:30]2)[CH:25]=[C:26]([Cl:28])[CH:27]=1, predict the reactants needed to synthesize it. (3) Given the product [CH2:1]([N:3]([CH2:8][CH3:9])[CH2:4][CH2:5][N:6]([CH2:11][C:12]1[CH:13]=[C:14]([CH:18]=[CH:19][CH:20]=1)[C:15]([OH:17])=[O:16])[CH3:7])[CH3:2], predict the reactants needed to synthesize it. The reactants are: [CH2:1]([N:3]([CH2:8][CH3:9])[CH2:4][CH2:5][NH:6][CH3:7])[CH3:2].Br[CH2:11][C:12]1[CH:13]=[C:14]([CH:18]=[CH:19][CH:20]=1)[C:15]([OH:17])=[O:16].C(=O)([O-])[O-].[K+].[K+].[I-].[K+]. (4) The reactants are: [Li]CCCC.Br[C:7](Br)=[CH:8][CH:9]([CH2:16][CH2:17][CH2:18][CH2:19][CH2:20][CH2:21][CH2:22][CH3:23])[CH2:10][CH2:11][CH2:12][CH2:13][CH2:14][CH3:15].O. Given the product [C:8]([CH:9]([CH2:16][CH2:17][CH2:18][CH2:19][CH2:20][CH2:21][CH2:22][CH3:23])[CH2:10][CH2:11][CH2:12][CH2:13][CH2:14][CH3:15])#[CH:7], predict the reactants needed to synthesize it. (5) The reactants are: CC1C=CC(S(O)(=O)=O)=CC=1.[F:12][C@@H:13]1[CH2:17][NH:16][C@H:15]([C:18]#[N:19])[CH2:14]1.C(N(CC)CC)C.[Cl:27][CH2:28][C:29](Cl)=[O:30]. Given the product [Cl:27][CH2:28][C:29]([N:16]1[CH2:17][C@@H:13]([F:12])[CH2:14][C@H:15]1[C:18]#[N:19])=[O:30], predict the reactants needed to synthesize it. (6) Given the product [OH:1][C:2]1[C:12]2[CH2:11][CH2:10][NH:9][CH2:8][CH:7]([CH3:20])[C:6]=2[NH:5][C:4](=[O:21])[CH:3]=1, predict the reactants needed to synthesize it. The reactants are: [OH:1][C:2]1[C:12]2[CH2:11][CH2:10][N:9](C(OC(C)(C)C)=O)[CH2:8][CH:7]([CH3:20])[C:6]=2[NH:5][C:4](=[O:21])[CH:3]=1.